From a dataset of Reaction yield outcomes from USPTO patents with 853,638 reactions. Predict the reaction yield, written as a fraction of the theoretical maximum amount of product (1.0 means a 100% yield; for example, 0.34 means a 34% yield). (1) The reactants are Cl[C:2](=[O:8])[C:3]([O:5][CH2:6][CH3:7])=[O:4].[Br:9][C:10]1[CH:11]=[C:12]([CH:17]=[C:18]([Br:21])[C:19]=1[OH:20])[C:13](=[N:15]O)[NH2:14]. The catalyst is N1C=CC=CC=1. The product is [Br:9][C:10]1[CH:11]=[C:12]([C:13]2[N:15]=[C:2]([C:3]([O:5][CH2:6][CH3:7])=[O:4])[O:8][N:14]=2)[CH:17]=[C:18]([Br:21])[C:19]=1[OH:20]. The yield is 0.460. (2) The reactants are [Cl:1][C:2]1[CH:7]=[CH:6][CH:5]=[CH:4][C:3]=1B(O)O.[F:11][C:12]1[CH:13]=[C:14]([CH:24]([NH:26][C:27]([C:29]2[N:30]=[C:31](Cl)[O:32][CH:33]=2)=[O:28])[CH3:25])[CH:15]=[C:16]([F:23])[C:17]=1[NH:18][S:19]([CH3:22])(=[O:21])=[O:20].C([O-])([O-])=O.[Cs+].[Cs+]. The catalyst is Cl[Pd](Cl)([P](C1C=CC=CC=1)(C1C=CC=CC=1)C1C=CC=CC=1)[P](C1C=CC=CC=1)(C1C=CC=CC=1)C1C=CC=CC=1. The product is [F:23][C:16]1[CH:15]=[C:14]([CH:24]([NH:26][C:27]([C:29]2[N:30]=[C:31]([C:3]3[CH:4]=[CH:5][CH:6]=[CH:7][C:2]=3[Cl:1])[O:32][CH:33]=2)=[O:28])[CH3:25])[CH:13]=[C:12]([F:11])[C:17]=1[NH:18][S:19]([CH3:22])(=[O:21])=[O:20]. The yield is 0.300. (3) The reactants are [CH3:1][O:2][C:3]1[C:8]2[N:9]=[C:10]([NH:12][C:13](=[O:23])[C:14]3[CH:19]=[CH:18][C:17]([CH2:20][NH:21][CH3:22])=[CH:16][CH:15]=3)[S:11][C:7]=2[C:6]([N:24]2[CH2:29][CH2:28][O:27][CH2:26][CH2:25]2)=[CH:5][CH:4]=1.N1C=CC=CC=1.Cl[C:37]([O:39][CH3:40])=[O:38]. No catalyst specified. The product is [CH3:40][O:39][C:37](=[O:38])[N:21]([CH2:20][C:17]1[CH:18]=[CH:19][C:14]([C:13](=[O:23])[NH:12][C:10]2[S:11][C:7]3[C:6]([N:24]4[CH2:25][CH2:26][O:27][CH2:28][CH2:29]4)=[CH:5][CH:4]=[C:3]([O:2][CH3:1])[C:8]=3[N:9]=2)=[CH:15][CH:16]=1)[CH3:22]. The yield is 0.660. (4) The reactants are [C:1]([O:5][C:6]([N:8]1[CH2:13][CH2:12][CH:11]([CH:14](OC2C=CC(NC(C3(C(=O)NC4C=CC(F)=CC=4)CC3)=O)=CC=2F)[O:15][C:16]2[CH:25]=[C:24]3[C:19]([CH:20]=[N:21][CH:22]=[N:23]3)=[CH:18][C:17]=2[O:26][CH3:27])[CH2:10][CH2:9]1)=[O:7])([CH3:4])([CH3:3])[CH3:2].[F:52][C:53]1[CH:58]=[CH:57][C:56]([NH:59][C:60]([C:62]2([C:65]([NH:67][C:68]3[CH:73]=[CH:72][C:71]([O:74]C4C5C(=CC(O)=C(OC)C=5)N=CN=4)=[C:70]([F:88])[CH:69]=3)=[O:66])[CH2:64][CH2:63]2)=[O:61])=[CH:55][CH:54]=1.C(OC(N1CCC(COS(C)(=O)=O)CC1)=O)(C)(C)C.C([O-])([O-])=O.[K+].[K+]. The catalyst is CN(C=O)C.CCOC(C)=O. The product is [C:1]([O:5][C:6]([N:8]1[CH2:9][CH2:10][CH:11]([CH2:14][O:15][C:16]2[CH:25]=[C:24]3[C:19]([C:20]([O:74][C:71]4[CH:72]=[CH:73][C:68]([NH:67][C:65]([C:62]5([C:60](=[O:61])[NH:59][C:56]6[CH:55]=[CH:54][C:53]([F:52])=[CH:58][CH:57]=6)[CH2:64][CH2:63]5)=[O:66])=[CH:69][C:70]=4[F:88])=[N:21][CH:22]=[N:23]3)=[CH:18][C:17]=2[O:26][CH3:27])[CH2:12][CH2:13]1)=[O:7])([CH3:3])([CH3:4])[CH3:2]. The yield is 0.600.